Dataset: Forward reaction prediction with 1.9M reactions from USPTO patents (1976-2016). Task: Predict the product of the given reaction. Given the reactants [O:1]=[C:2]1[C:6]2=[CH:7][N:8]([CH2:15][C:16]3[CH:21]=[CH:20][C:19]([N:22]4[CH:26]=[CH:25][CH:24]=[N:23]4)=[CH:18][CH:17]=3)[C:9]3[CH:10]=[CH:11][CH:12]=[CH:13][C:14]=3[C:5]2=[N:4][N:3]1[C:27]1[CH:32]=[CH:31][CH:30]=[CH:29][C:28]=1[CH2:33][C:34](OC)=[O:35].[BH4-].[Li+].CO.[Cl-].[NH4+].ClC1C(=O)C(C#N)=C(C#N)C(=O)C=1Cl.C(=O)(O)[O-].[Na+], predict the reaction product. The product is: [OH:35][CH2:34][CH2:33][C:28]1[CH:29]=[CH:30][CH:31]=[CH:32][C:27]=1[N:3]1[C:2](=[O:1])[C:6]2=[CH:7][N:8]([CH2:15][C:16]3[CH:21]=[CH:20][C:19]([N:22]4[CH:26]=[CH:25][CH:24]=[N:23]4)=[CH:18][CH:17]=3)[C:9]3[CH:10]=[CH:11][CH:12]=[CH:13][C:14]=3[C:5]2=[N:4]1.